This data is from Catalyst prediction with 721,799 reactions and 888 catalyst types from USPTO. The task is: Predict which catalyst facilitates the given reaction. Reactant: [NH2:1][C:2]1[CH:9]=[C:8]([N+:10]([O-:12])=[O:11])[CH:7]=[CH:6][C:3]=1[CH2:4][OH:5].CCN(CC)CC.[Cl:20][CH2:21][CH2:22][N:23]([CH2:28][CH2:29][Cl:30])[P:24](Cl)(Cl)=[O:25]. Product: [N+:10]([C:8]1[CH:7]=[CH:6][C:3]2[CH2:4][O:5][P:24](=[O:25])([N:23]([CH2:28][CH2:29][Cl:30])[CH2:22][CH2:21][Cl:20])[NH:1][C:2]=2[CH:9]=1)([O-:12])=[O:11]. The catalyst class is: 25.